From a dataset of Reaction yield outcomes from USPTO patents with 853,638 reactions. Predict the reaction yield, written as a fraction of the theoretical maximum amount of product (1.0 means a 100% yield; for example, 0.34 means a 34% yield). (1) The reactants are [C:1]([O:5][C:6]([NH:8][C:9]1[S:13][C:12]([C:14]2[CH:19]=[CH:18][CH:17]=[CH:16][CH:15]=2)=[N:11][C:10]=1[C:20]([O:22]CC)=[O:21])=[O:7])([CH3:4])([CH3:3])[CH3:2].O[Li].O.Cl. The catalyst is CO.O. The product is [C:1]([O:5][C:6]([NH:8][C:9]1[S:13][C:12]([C:14]2[CH:15]=[CH:16][CH:17]=[CH:18][CH:19]=2)=[N:11][C:10]=1[C:20]([OH:22])=[O:21])=[O:7])([CH3:4])([CH3:2])[CH3:3]. The yield is 0.680. (2) The reactants are [C:1]([C:5]1[CH:9]=[C:8]([NH:10][C:11]([NH:13][C:14]2[CH:19]=[CH:18][CH:17]=[C:16]([Cl:20])[C:15]=2[Cl:21])=[O:12])[N:7]([C:22]2[CH:23]=[C:24]3[C:28](=[CH:29][CH:30]=2)[N:27](C(OC(C)(C)C)=O)[N:26]=[CH:25]3)[N:6]=1)([CH3:4])([CH3:3])[CH3:2].Cl.CCO.Cl. No catalyst specified. The product is [C:1]([C:5]1[CH:9]=[C:8]([NH:10][C:11]([NH:13][C:14]2[CH:19]=[CH:18][CH:17]=[C:16]([Cl:20])[C:15]=2[Cl:21])=[O:12])[N:7]([C:22]2[CH:23]=[C:24]3[C:28](=[CH:29][CH:30]=2)[NH:27][N:26]=[CH:25]3)[N:6]=1)([CH3:4])([CH3:2])[CH3:3]. The yield is 0.544. (3) The reactants are [CH3:1][C:2]1([CH3:48])[CH2:10][C:9]2[N:8](COCC[Si](C)(C)C)[N:7]=[C:6]([C:19]3[N:20](COCC[Si](C)(C)C)[C:21]4[C:26]([CH:27]=3)=[CH:25][CH:24]=[C:23]([N:28]([CH3:39])[C:29](=[O:38])[O:30][CH2:31][C:32]3[CH:37]=[CH:36][CH:35]=[CH:34][CH:33]=3)[CH:22]=4)[C:5]=2[CH2:4][CH2:3]1.[F-].C([N+](CCCC)(CCCC)CCCC)CCC. The catalyst is CN(C)C=O. The product is [CH3:1][C:2]1([CH3:48])[CH2:10][C:9]2[NH:8][N:7]=[C:6]([C:19]3[NH:20][C:21]4[C:26]([CH:27]=3)=[CH:25][CH:24]=[C:23]([N:28]([CH3:39])[C:29](=[O:38])[O:30][CH2:31][C:32]3[CH:33]=[CH:34][CH:35]=[CH:36][CH:37]=3)[CH:22]=4)[C:5]=2[CH2:4][CH2:3]1. The yield is 0.910. (4) The reactants are CS(O[C@@H:6]1[C@@H:11]([CH3:12])[CH2:10][C@@H:9]([C:13]2[CH:18]=[CH:17][N:16]=[CH:15][C:14]=2[NH:19]C(OC(C)(C)C)=O)[CH2:8][C@H:7]1[NH:27][C:28]([O:30][C:31]([CH3:34])([CH3:33])[CH3:32])=[O:29])(=O)=O.[NH:35]1[CH:39]=[N:38][CH:37]=[N:36]1.C([O-])([O-])=O.[Cs+].[Cs+]. The catalyst is CN(C=O)C. The product is [NH2:19][C:14]1[CH:15]=[N:16][CH:17]=[CH:18][C:13]=1[C@H:9]1[CH2:8][C@@H:7]([NH:27][C:28](=[O:29])[O:30][C:31]([CH3:32])([CH3:33])[CH3:34])[C@@H:6]([N:35]2[CH:39]=[N:38][CH:37]=[N:36]2)[C@@H:11]([CH3:12])[CH2:10]1.[NH2:19][C:14]1[CH:15]=[N:16][CH:17]=[CH:18][C:13]=1[C@@H:9]1[CH2:8][C@H:7]([NH:27][C:28](=[O:29])[O:30][C:31]([CH3:32])([CH3:33])[CH3:34])[C@H:6]([N:35]2[CH:39]=[N:38][CH:37]=[N:36]2)[C@H:11]([CH3:12])[CH2:10]1. The yield is 0.190.